This data is from NCI-60 drug combinations with 297,098 pairs across 59 cell lines. The task is: Regression. Given two drug SMILES strings and cell line genomic features, predict the synergy score measuring deviation from expected non-interaction effect. (1) Drug 1: CC1C(C(CC(O1)OC2CC(CC3=C2C(=C4C(=C3O)C(=O)C5=C(C4=O)C(=CC=C5)OC)O)(C(=O)C)O)N)O.Cl. Drug 2: C(CCl)NC(=O)N(CCCl)N=O. Cell line: NCI-H460. Synergy scores: CSS=15.6, Synergy_ZIP=-3.70, Synergy_Bliss=-5.64, Synergy_Loewe=-25.7, Synergy_HSA=-4.19. (2) Cell line: OVCAR-5. Synergy scores: CSS=47.2, Synergy_ZIP=2.53, Synergy_Bliss=2.77, Synergy_Loewe=2.70, Synergy_HSA=6.01. Drug 2: N.N.Cl[Pt+2]Cl. Drug 1: CN(C(=O)NC(C=O)C(C(C(CO)O)O)O)N=O. (3) Drug 1: CC12CCC3C(C1CCC2=O)CC(=C)C4=CC(=O)C=CC34C. Drug 2: C1=CN(C(=O)N=C1N)C2C(C(C(O2)CO)O)O.Cl. Cell line: SNB-75. Synergy scores: CSS=32.6, Synergy_ZIP=-9.23, Synergy_Bliss=-2.71, Synergy_Loewe=-1.78, Synergy_HSA=-0.388. (4) Drug 1: COC1=C(C=C2C(=C1)N=CN=C2NC3=CC(=C(C=C3)F)Cl)OCCCN4CCOCC4. Drug 2: CN(C(=O)NC(C=O)C(C(C(CO)O)O)O)N=O. Cell line: SN12C. Synergy scores: CSS=25.9, Synergy_ZIP=-7.98, Synergy_Bliss=-0.186, Synergy_Loewe=-11.0, Synergy_HSA=1.87.